Predict the reaction yield, written as a fraction of the theoretical maximum amount of product (1.0 means a 100% yield; for example, 0.34 means a 34% yield). From a dataset of Reaction yield outcomes from USPTO patents with 853,638 reactions. (1) The reactants are Br[C:2]1[C:7](=[O:8])[N:6]([CH2:9][C:10]2[CH:15]=[CH:14][C:13]([C:16]3[C:17]([C:22]#[N:23])=[CH:18][CH:19]=[CH:20][CH:21]=3)=[C:12]([F:24])[CH:11]=2)[C:5]([CH2:25][CH2:26][CH3:27])=[N:4][C:3]=1[CH3:28].[CH:29]([O:32][C:33]1[CH:38]=[CH:37][C:36](B(O)O)=[CH:35][CH:34]=1)([CH3:31])[CH3:30].C(=O)([O-])[O-].[Cs+].[Cs+].O1CCOCC1. The catalyst is C(OCC)(=O)C.C1C=CC(P(C2C=CC=CC=2)[C-]2C=CC=C2)=CC=1.C1C=CC(P(C2C=CC=CC=2)[C-]2C=CC=C2)=CC=1.Cl[Pd]Cl.[Fe+2].ClCCl. The product is [F:24][C:12]1[CH:11]=[C:10]([CH2:9][N:6]2[C:7](=[O:8])[C:2]([C:36]3[CH:37]=[CH:38][C:33]([O:32][CH:29]([CH3:31])[CH3:30])=[CH:34][CH:35]=3)=[C:3]([CH3:28])[N:4]=[C:5]2[CH2:25][CH2:26][CH3:27])[CH:15]=[CH:14][C:13]=1[C:16]1[C:17]([C:22]#[N:23])=[CH:18][CH:19]=[CH:20][CH:21]=1. The yield is 0.990. (2) The reactants are [C:1]([NH:5][S:6]([C:9]1(C)[CH2:11][CH2:10]1)(=[O:8])=[O:7])([CH3:4])([CH3:3])[CH3:2].[C:13]([O:21]C)(=O)[C:14]1[CH:19]=[CH:18][CH:17]=[CH:16][CH:15]=1. No catalyst specified. The product is [C:1]([NH:5][S:6]([C:9]1([C:13](=[O:21])[C:14]2[CH:15]=[CH:16][CH:17]=[CH:18][CH:19]=2)[CH2:11][CH2:10]1)(=[O:8])=[O:7])([CH3:4])([CH3:2])[CH3:3]. The yield is 0.660. (3) The reactants are C([NH:5][S:6]([C:9]1[CH:14]=[CH:13][CH:12]=[C:11]([C:15]2[CH:20]=[C:19]([C:21]3[N:26]=[C:25]([C:27]([F:30])([F:29])[F:28])[CH:24]=[C:23]([C:31]4[CH:36]=[CH:35][C:34]([C:37]([F:40])([F:39])[F:38])=[CH:33][CH:32]=4)[N:22]=3)[CH:18]=[CH:17][N:16]=2)[CH:10]=1)(=[O:8])=[O:7])(C)(C)C.C(O)(C(F)(F)F)=O. The catalyst is ClCCl. The product is [F:30][C:27]([F:28])([F:29])[C:25]1[CH:24]=[C:23]([C:31]2[CH:32]=[CH:33][C:34]([C:37]([F:40])([F:39])[F:38])=[CH:35][CH:36]=2)[N:22]=[C:21]([C:19]2[CH:18]=[CH:17][N:16]=[C:15]([C:11]3[CH:10]=[C:9]([S:6]([NH2:5])(=[O:8])=[O:7])[CH:14]=[CH:13][CH:12]=3)[CH:20]=2)[N:26]=1. The yield is 0.900. (4) The reactants are [N+:1]([O-:4])([O-])=[O:2].[Na+].[S:6]1[C:10]2[C:11]3[CH:17]=[N:16][NH:15][C:12]=3[CH:13]=[CH:14][C:9]=2[N:8]=[C:7]1[NH2:18].S(=O)(=O)(O)O. No catalyst specified. The product is [N+:1]([C:14]1[C:9]2[N:8]=[C:7]([NH2:18])[S:6][C:10]=2[C:11]2[CH:17]=[N:16][NH:15][C:12]=2[CH:13]=1)([O-:4])=[O:2]. The yield is 0.680. (5) The reactants are Cl[C:2]([O:4][CH3:5])=[O:3].[NH2:6][C:7]1[S:8][CH:9]=[CH:10][C:11]=1[C:12]#[N:13].N1C=CC=CC=1.O. The catalyst is C(Cl)Cl. The product is [C:12]([C:11]1[CH:10]=[CH:9][S:8][C:7]=1[NH:6][C:2](=[O:3])[O:4][CH3:5])#[N:13]. The yield is 0.750.